Dataset: Forward reaction prediction with 1.9M reactions from USPTO patents (1976-2016). Task: Predict the product of the given reaction. (1) Given the reactants [CH2:1]1[C:9]2[C:4](=[CH:5][CH:6]=[CH:7][CH:8]=2)[CH2:3][CH:2]1[C@H:10]1[NH:15][C:14](=[O:16])[C@@H:13]([C@@H:17]([CH3:20])[CH2:18][CH3:19])[N:12]([CH:21]([C:32]2[CH:33]=[C:34]3[C:38](=[CH:39][CH:40]=2)[N:37]([CH3:41])[N:36]=[CH:35]3)[C:22]([NH:24][C:25]2C=CC=CC=2O)=[O:23])[C:11]1=[O:42].[CH3:43]NC, predict the reaction product. The product is: [CH2:3]1[C:4]2[C:9](=[CH:8][CH:7]=[CH:6][CH:5]=2)[CH2:1][CH:2]1[C@H:10]1[NH:15][C:14](=[O:16])[C@@H:13]([C@@H:17]([CH3:20])[CH2:18][CH3:19])[N:12]([C@H:21]([C:32]2[CH:33]=[C:34]3[C:38](=[CH:39][CH:40]=2)[N:37]([CH3:41])[N:36]=[CH:35]3)[C:22]([N:24]([CH3:43])[CH3:25])=[O:23])[C:11]1=[O:42]. (2) Given the reactants [H-].[Na+].[CH3:3][N:4]1[C:8]([C:9](=[O:11])[CH3:10])=[N:7][CH:6]=[N:5]1.Cl.C([O-])(O)=O.[Na+].[Na+].[Cl-].[CH3:20][O:21][C:22](=O)[O:23]C, predict the reaction product. The product is: [CH3:3][N:4]1[C:8]([C:9](=[O:11])[CH2:10][C:22]([O:21][CH3:20])=[O:23])=[N:7][CH:6]=[N:5]1. (3) Given the reactants [CH3:1][Mg]Br.[CH2:4]([N:11]1[C@@H:16]2[C@H:17]([C:19]3[N:20]=[N:21][N:22]([CH2:24][C:25](=[O:27])[CH3:26])[N:23]=3)[CH2:18][C@@:12]1([C:44]1[CH:49]=[CH:48][CH:47]=[CH:46][CH:45]=1)[C@H:13]([O:28][CH2:29][C:30]1[CH:35]=[C:34]([C:36]([F:39])([F:38])[F:37])[CH:33]=[C:32]([C:40]([F:43])([F:42])[F:41])[CH:31]=1)[CH2:14][CH2:15]2)[C:5]1[CH:10]=[CH:9][CH:8]=[CH:7][CH:6]=1, predict the reaction product. The product is: [CH2:4]([N:11]1[C@@H:16]2[C@H:17]([C:19]3[N:20]=[N:21][N:22]([CH2:24][C:25]([OH:27])([CH3:1])[CH3:26])[N:23]=3)[CH2:18][C@@:12]1([C:44]1[CH:49]=[CH:48][CH:47]=[CH:46][CH:45]=1)[C@H:13]([O:28][CH2:29][C:30]1[CH:35]=[C:34]([C:36]([F:37])([F:38])[F:39])[CH:33]=[C:32]([C:40]([F:42])([F:43])[F:41])[CH:31]=1)[CH2:14][CH2:15]2)[C:5]1[CH:10]=[CH:9][CH:8]=[CH:7][CH:6]=1. (4) Given the reactants C(=O)([S:3][CH:4]([CH2:14][N:15]1[C:23]([C:24]2[CH:29]=[CH:28][CH:27]=[CH:26][CH:25]=2)=[C:22]2[C:17]([N:18]([CH3:33])[C:19](=[O:32])[N:20]([CH3:31])[C:21]2=[O:30])=[CH:16]1)[CH2:5][O:6][Si](C(C)(C)C)(C)C)C.[BH4-].[Na+].C(O)(C(F)(F)F)=O, predict the reaction product. The product is: [OH:6][CH2:5][CH:4]([SH:3])[CH2:14][N:15]1[C:23]([C:24]2[CH:29]=[CH:28][CH:27]=[CH:26][CH:25]=2)=[C:22]2[C:17]([N:18]([CH3:33])[C:19](=[O:32])[N:20]([CH3:31])[C:21]2=[O:30])=[CH:16]1. (5) Given the reactants [CH2:1]([N:8]1[CH2:13][CH2:12][O:11][CH2:10][C:9]1=[O:14])[C:2]1[CH:7]=[CH:6][CH:5]=[CH:4][CH:3]=1.C([N-]C(C)C)(C)C.[Li+].[CH2:23]1[CH2:27][O:26][CH2:25][CH2:24]1, predict the reaction product. The product is: [CH2:1]([N:8]1[CH2:13][CH2:12][O:11][CH:10]([CH:25]([CH:24]2[CH2:23][CH2:27]2)[OH:26])[C:9]1=[O:14])[C:2]1[CH:3]=[CH:4][CH:5]=[CH:6][CH:7]=1.[CH2:1]([N:8]1[CH2:13][CH2:12][O:11][CH2:10][C:9]1=[O:14])[C:2]1[CH:3]=[CH:4][CH:5]=[CH:6][CH:7]=1. (6) Given the reactants C(O[C:6]([N:8]1[CH2:12][C:11](=[N:13][O:14][CH3:15])[CH2:10][C@H:9]1[C:16]([OH:18])=O)=[O:7])(C)(C)C.[CH3:19][C:20]1[CH:25]=[CH:24][CH:23]=[CH:22][C:21]=1[C:26]1[CH:31]=[CH:30][C:29](C(O)=O)=[CH:28][CH:27]=1.[NH2:35][C:36]1[CH:41]=[CH:40][CH:39]=[CH:38][C:37]=1[OH:42], predict the reaction product. The product is: [OH:42][C:37]1[CH:38]=[CH:39][CH:40]=[CH:41][C:36]=1[NH:35][C:16]([C@@H:9]1[CH2:10][C:11](=[N:13][O:14][CH3:15])[CH2:12][N:8]1[C:6]([C:29]1[CH:28]=[CH:27][C:26]([C:21]2[CH:22]=[CH:23][CH:24]=[CH:25][C:20]=2[CH3:19])=[CH:31][CH:30]=1)=[O:7])=[O:18]. (7) The product is: [F:24][C:25]1[CH:30]=[CH:29][C:28]([C@H:31]([O:37][CH3:38])[CH2:32][CH2:33][C:34]([NH:8][O:7][CH:2]2[CH2:3][CH2:4][CH2:5][CH2:6][O:1]2)=[O:35])=[CH:27][C:26]=1[CH3:39]. Given the reactants [O:1]1[CH2:6][CH2:5][CH2:4][CH2:3][CH:2]1[O:7][NH2:8].C1C=CC2N(O)N=NC=2C=1.C([O-])(O)=O.[Na+].[F:24][C:25]1[CH:30]=[CH:29][C:28]([C@H:31]([O:37][CH3:38])[CH2:32][CH2:33][C:34](O)=[O:35])=[CH:27][C:26]=1[CH3:39].CCN=C=NCCCN(C)C.Cl, predict the reaction product.